This data is from HIV replication inhibition screening data with 41,000+ compounds from the AIDS Antiviral Screen. The task is: Binary Classification. Given a drug SMILES string, predict its activity (active/inactive) in a high-throughput screening assay against a specified biological target. (1) The drug is CC(CC(=O)Nc1cc(Cl)c(Cl)cc1Cl)=NNS(=O)(=O)c1ccc(C)cc1. The result is 0 (inactive). (2) The compound is CNc1nc(N)c(N=O)c(Nc2ccc(Br)cc2)n1. The result is 0 (inactive). (3) The compound is CN1CCC(O)C(CNC23CC4CC(CC(C4)C2)C3)C1. The result is 0 (inactive).